Dataset: Catalyst prediction with 721,799 reactions and 888 catalyst types from USPTO. Task: Predict which catalyst facilitates the given reaction. Reactant: [OH:1][C:2]1[CH:3]=[C:4]([CH:7]=[CH:8][CH:9]=1)[CH:5]=[O:6].I[CH:11]([CH3:13])[CH3:12].[K].O. Product: [CH:11]([O:1][C:2]1[CH:3]=[C:4]([CH:7]=[CH:8][CH:9]=1)[CH:5]=[O:6])([CH3:13])[CH3:12]. The catalyst class is: 32.